This data is from Catalyst prediction with 721,799 reactions and 888 catalyst types from USPTO. The task is: Predict which catalyst facilitates the given reaction. (1) Reactant: Br[C:2]1[S:3][C:4]([NH:12][C:13](=[O:22])[C:14]2[CH:19]=[CH:18][C:17]([O:20][CH3:21])=[CH:16][CH:15]=2)=[C:5]([C:7]([O:9][CH2:10][CH3:11])=[O:8])[N:6]=1.CC1(C)C2C(=C(P(C3C=CC=CC=3)C3C=CC=CC=3)C=CC=2)OC2C(P(C3C=CC=CC=3)C3C=CC=CC=3)=CC=CC1=2.C(=O)([O-])[O-].[Cs+].[Cs+].[NH2:71][C:72]1[CH:77]=[CH:76][N:75]=[CH:74][CH:73]=1. Product: [CH2:10]([O:9][C:7]([C:5]1[N:6]=[C:2]([NH:71][C:72]2[CH:77]=[CH:76][N:75]=[CH:74][CH:73]=2)[S:3][C:4]=1[NH:12][C:13](=[O:22])[C:14]1[CH:19]=[CH:18][C:17]([O:20][CH3:21])=[CH:16][CH:15]=1)=[O:8])[CH3:11]. The catalyst class is: 62. (2) The catalyst class is: 52. Product: [BrH:1].[NH2:4][C:5]1[CH:10]=[C:9]([C:11](=[O:13])[CH2:12][Br:14])[CH:8]=[CH:7][N:6]=1. Reactant: [Br:1]Br.Cl.[NH2:4][C:5]1[CH:10]=[C:9]([C:11](=[O:13])[CH3:12])[CH:8]=[CH:7][N:6]=1.[BrH:14]. (3) Reactant: [O:1]=[C:2]1[C:11]([CH:12]2[CH2:17][CH2:16][N:15]([C:18]([O:20][CH:21]([CH2:36][C:37]3[CH:45]=[C:44]([CH3:46])[C:43]4[C:39](=[CH:40][N:41](COCC[Si](C)(C)C)[N:42]=4)[CH:38]=3)[C:22](=[O:35])[N:23]3[CH2:28][CH2:27][CH:26]([N:29]4[CH2:34][CH2:33][CH2:32][CH2:31][CH2:30]4)[CH2:25][CH2:24]3)=[O:19])[CH2:14][CH2:13]2)=[CH:10][C:9]2[C:4](=[CH:5][CH:6]=[CH:7][CH:8]=2)[NH:3]1. Product: [O:1]=[C:2]1[C:11]([CH:12]2[CH2:13][CH2:14][N:15]([C:18]([O:20][CH:21]([CH2:36][C:37]3[CH:38]=[C:39]4[C:43](=[C:44]([CH3:46])[CH:45]=3)[NH:42][N:41]=[CH:40]4)[C:22](=[O:35])[N:23]3[CH2:24][CH2:25][CH:26]([N:29]4[CH2:30][CH2:31][CH2:32][CH2:33][CH2:34]4)[CH2:27][CH2:28]3)=[O:19])[CH2:16][CH2:17]2)=[CH:10][C:9]2[C:4](=[CH:5][CH:6]=[CH:7][CH:8]=2)[NH:3]1. The catalyst class is: 55.